The task is: Predict the product of the given reaction.. This data is from Forward reaction prediction with 1.9M reactions from USPTO patents (1976-2016). (1) Given the reactants [CH:1]1[C:10]2[C:5](=[CH:6][C:7]([NH:11][C:12](=[O:40])[CH:13]([C:23]3[CH:28]=[CH:27][C:26]([O:29][Si](C(C)C)(C(C)C)C(C)C)=[CH:25][CH:24]=3)[CH2:14][NH:15][C:16](=[O:22])[O:17][C:18]([CH3:21])([CH3:20])[CH3:19])=[CH:8][CH:9]=2)[CH:4]=[CH:3][N:2]=1.CCCC[N+](CCCC)(CCCC)CCCC.[F-].CCOC(C)=O, predict the reaction product. The product is: [OH:29][C:26]1[CH:27]=[CH:28][C:23]([CH:13]([C:12]([NH:11][C:7]2[CH:6]=[C:5]3[C:10](=[CH:9][CH:8]=2)[CH:1]=[N:2][CH:3]=[CH:4]3)=[O:40])[CH2:14][NH:15][C:16](=[O:22])[O:17][C:18]([CH3:20])([CH3:19])[CH3:21])=[CH:24][CH:25]=1. (2) Given the reactants [O:1]=[S:2]1(=[O:26])[C:8]2[CH:9]=[CH:10][C:11]([OH:13])=[CH:12][C:7]=2[N:6]([C:14]2[CH:19]=[CH:18][CH:17]=[CH:16][CH:15]=2)[CH2:5][C:4]([CH2:22][CH2:23][CH2:24][CH3:25])([CH2:20][CH3:21])[CH2:3]1.Br[CH2:28][C:29]([O:31][CH2:32][CH3:33])=[O:30].C(=O)([O-])[O-].[Na+].[Na+], predict the reaction product. The product is: [O:26]=[S:2]1(=[O:1])[C:8]2[CH:9]=[CH:10][C:11]([O:13][CH2:28][C:29]([O:31][CH2:32][CH3:33])=[O:30])=[CH:12][C:7]=2[N:6]([C:14]2[CH:19]=[CH:18][CH:17]=[CH:16][CH:15]=2)[CH2:5][C:4]([CH2:22][CH2:23][CH2:24][CH3:25])([CH2:20][CH3:21])[CH2:3]1. (3) Given the reactants [CH3:1][O:2][C:3]1[CH:8]=[CH:7][CH:6]=[CH:5][C:4]=1[C:9]1[C:17]2[C:12](=[N:13][CH:14]=[CH:15][C:16]=2[C:18]2[CH:22]=[CH:21][S:20][CH:19]=2)[N:11](S(C2C=CC(C)=CC=2)(=O)=O)[N:10]=1.C(=O)([O-])[O-].[K+].[K+], predict the reaction product. The product is: [CH3:1][O:2][C:3]1[CH:8]=[CH:7][CH:6]=[CH:5][C:4]=1[C:9]1[C:17]2[C:12](=[N:13][CH:14]=[CH:15][C:16]=2[C:18]2[CH:22]=[CH:21][S:20][CH:19]=2)[NH:11][N:10]=1. (4) Given the reactants [C:1](Cl)(Cl)=[S:2].[Cl:5][C:6]1[CH:12]=[C:11]([Cl:13])[CH:10]=[C:9]([CH3:14])[C:7]=1[NH2:8], predict the reaction product. The product is: [Cl:5][C:6]1[CH:12]=[C:11]([Cl:13])[CH:10]=[C:9]([CH3:14])[C:7]=1[N:8]=[C:1]=[S:2]. (5) Given the reactants [Cl:1][C:2]1[N:7]=[C:6](Cl)[CH:5]=[CH:4][N:3]=1.C(N(C(C)C)C(C)C)C.Cl.[F:19][C:20]1[CH:30]=[CH:29][C:23]([O:24][CH:25]2[CH2:28][NH:27][CH2:26]2)=[CH:22][CH:21]=1, predict the reaction product. The product is: [Cl:1][C:2]1[N:7]=[C:6]([N:27]2[CH2:28][CH:25]([O:24][C:23]3[CH:22]=[CH:21][C:20]([F:19])=[CH:30][CH:29]=3)[CH2:26]2)[CH:5]=[CH:4][N:3]=1. (6) Given the reactants OC[C:3]1[CH:8]=[CH:7][CH:6]=[CH:5][C:4]=1[NH:9][C:10](=[O:12])[CH3:11].Br[CH2:14][CH:15]1C[O:16]1.[C:18](=[O:21])([O-])[O-].[K+].[K+].[CH3:24]N(C=O)C, predict the reaction product. The product is: [CH3:24][C:7]1[CH:6]=[CH:5][C:4]([NH:9][C:10](=[O:12])[CH3:11])=[C:3]([O:16][CH2:15][CH:14]2[CH2:18][O:21]2)[CH:8]=1. (7) The product is: [F:26][C:27]1[CH:28]=[C:29]([CH:33]([NH:34][C:35]2[CH:40]=[CH:39][CH:38]=[C:37]([O:41][CH3:42])[CH:36]=2)[C:8]([C:10]2[C:18]3[C:13](=[CH:14][CH:15]=[CH:16][CH:17]=3)[NH:12][CH:11]=2)=[O:9])[CH:30]=[N:31][CH:32]=1. Given the reactants C(N(CC)CC)C.[CH:8]([C:10]1[C:18]2[C:13](=[CH:14][CH:15]=[CH:16][CH:17]=2)[N:12](C(OC(C)(C)C)=O)[CH:11]=1)=[O:9].[F:26][C:27]1[CH:28]=[C:29]([CH:33]=[N:34][C:35]2[CH:40]=[CH:39][CH:38]=[C:37]([O:41][CH3:42])[CH:36]=2)[CH:30]=[N:31][CH:32]=1, predict the reaction product. (8) Given the reactants C[O:2][C:3](=[O:28])[C:4]1[CH:9]=[CH:8][CH:7]=[C:6]([C:10]2[CH:11]=[N:12][N:13]([CH2:15][CH2:16][CH2:17][CH2:18][CH2:19][NH:20][C:21]([O:23][C:24]([CH3:27])([CH3:26])[CH3:25])=[O:22])[CH:14]=2)[CH:5]=1.O.[OH-].[Li+:31].CC(=O)OCC, predict the reaction product. The product is: [C:24]([O:23][C:21]([NH:20][CH2:19][CH2:18][CH2:17][CH2:16][CH2:15][N:13]1[CH:14]=[C:10]([C:6]2[CH:5]=[C:4]([CH:9]=[CH:8][CH:7]=2)[C:3]([O-:28])=[O:2])[CH:11]=[N:12]1)=[O:22])([CH3:27])([CH3:25])[CH3:26].[Li+:31]. (9) Given the reactants [OH:1][C:2]1[CH:9]=[CH:8][C:5]([CH:6]=[O:7])=[CH:4][C:3]=1I.CN(C)C(N(C)C)=N.[CH2:19]([OH:22])[C:20]#[CH:21], predict the reaction product. The product is: [OH:22][CH2:19][C:20]1[O:1][C:2]2[CH:9]=[CH:8][C:5]([CH:6]=[O:7])=[CH:4][C:3]=2[CH:21]=1.